This data is from Forward reaction prediction with 1.9M reactions from USPTO patents (1976-2016). The task is: Predict the product of the given reaction. (1) Given the reactants [Br:1][C:2]1[CH:11]=[CH:10][CH:9]=[C:8]2[C:3]=1[CH:4]=[CH:5][N+:6]([O-])=[CH:7]2.P(C#N)(=O)(OCC)[O:14][CH2:15]C.CCN(CC)CC, predict the reaction product. The product is: [Br:1][C:2]1[CH:11]=[CH:10][CH:9]=[C:8]2[C:3]=1[CH:4]=[CH:5][N:6]=[C:7]2[O:14][CH3:15]. (2) Given the reactants [C:1]1([C:7]2[N:8]=[C:9]([NH:12][C:13]3[N:18]=[CH:17][C:16]([S:19][CH2:20][CH:21]4[CH2:26][CH2:25][N:24](C(OC(C)(C)C)=O)[CH2:23][CH2:22]4)=[C:15]([O:34][C:35]4[CH:44]=[CH:43][CH:42]=[C:41]5[C:36]=4[CH:37]=[CH:38][CH:39]=[N:40]5)[CH:14]=3)[S:10][CH:11]=2)[CH:6]=[CH:5][CH:4]=[CH:3][CH:2]=1.C(O)(C(F)(F)F)=O.C(Cl)[Cl:53], predict the reaction product. The product is: [ClH:53].[ClH:53].[C:1]1([C:7]2[N:8]=[C:9]([NH:12][C:13]3[CH:14]=[C:15]([O:34][C:35]4[CH:44]=[CH:43][CH:42]=[C:41]5[C:36]=4[CH:37]=[CH:38][CH:39]=[N:40]5)[C:16]([S:19][CH2:20][CH:21]4[CH2:26][CH2:25][NH:24][CH2:23][CH2:22]4)=[CH:17][N:18]=3)[S:10][CH:11]=2)[CH:6]=[CH:5][CH:4]=[CH:3][CH:2]=1.